The task is: Binary Classification. Given a drug SMILES string, predict its activity (active/inactive) in a high-throughput screening assay against a specified biological target.. This data is from Cav3 T-type calcium channel HTS with 100,875 compounds. The drug is S(c1n(CCCOC)c(nn1)C)CC(=O)NCc1occc1. The result is 0 (inactive).